From a dataset of Reaction yield outcomes from USPTO patents with 853,638 reactions. Predict the reaction yield, written as a fraction of the theoretical maximum amount of product (1.0 means a 100% yield; for example, 0.34 means a 34% yield). (1) The reactants are [Cl:1][C:2]1[CH:7]=[CH:6][C:5]([C:8]([C:28]2[N:32]([CH3:33])[CH:31]=[N:30][CH:29]=2)([C:10]2[CH:11]=[C:12]3[C:17](=[CH:18][CH:19]=2)[N:16]=[C:15]([O:20]C)[CH:14]=[C:13]3[C:22]2[CH:23]=[N:24][CH:25]=[CH:26][CH:27]=2)[OH:9])=[CH:4][CH:3]=1.[NH4+].[OH-]. The catalyst is Cl.C1COCC1. The product is [Cl:1][C:2]1[CH:7]=[CH:6][C:5]([C:8]([OH:9])([C:28]2[N:32]([CH3:33])[CH:31]=[N:30][CH:29]=2)[C:10]2[CH:11]=[C:12]3[C:17](=[CH:18][CH:19]=2)[NH:16][C:15](=[O:20])[CH:14]=[C:13]3[C:22]2[CH:23]=[N:24][CH:25]=[CH:26][CH:27]=2)=[CH:4][CH:3]=1. The yield is 0.650. (2) The reactants are [Cl:1][C:2]1[N:7]=[C:6](Cl)[C:5]([NH2:9])=[C:4]([CH3:10])[N:3]=1.Cl.[NH:12]1[CH2:17][CH2:16][O:15][CH2:14][CH:13]1[C:18](O)=[O:19].CCN(C(C)C)C(C)C. The catalyst is CS(C)=O. The product is [Cl:1][C:2]1[N:3]=[C:4]([CH3:10])[C:5]2[NH:9][C:18](=[O:19])[CH:13]3[CH2:14][O:15][CH2:16][CH2:17][N:12]3[C:6]=2[N:7]=1. The yield is 0.0410. (3) The reactants are P(F)(F)(F)(F)F.N1(OC(N(C)C)=[N+](C)C)C2N=CC=CC=2N=N1.C(N(C(C)C)CC)(C)C.[CH2:33]1[C:41]2[C:36](=[CH:37][CH:38]=[CH:39][CH:40]=2)[CH2:35][NH:34]1.[OH:42][C:43]1[CH:51]=[C:50]([C:52]([F:55])([F:54])[F:53])[CH:49]=[CH:48][C:44]=1[C:45](O)=[O:46].C([O-])(O)=O.[Na+]. The catalyst is CN(C=O)C.CCOC(C)=O. The product is [CH2:33]1[C:41]2[C:36](=[CH:37][CH:38]=[CH:39][CH:40]=2)[CH2:35][N:34]1[C:45]([C:44]1[CH:48]=[CH:49][C:50]([C:52]([F:53])([F:54])[F:55])=[CH:51][C:43]=1[OH:42])=[O:46]. The yield is 0.940. (4) The reactants are B(Br)(Br)Br.[CH:5]1([C:8]2[CH:14]=[CH:13][C:11]([NH2:12])=[CH:10][C:9]=2[O:15]C)[CH2:7][CH2:6]1. The catalyst is ClCCl. The product is [NH2:12][C:11]1[CH:13]=[CH:14][C:8]([CH:5]2[CH2:7][CH2:6]2)=[C:9]([OH:15])[CH:10]=1. The yield is 0.520. (5) The reactants are [Si:1]([O:8][CH2:9][C:10]([C:12]1[CH:17]=[CH:16][C:15]([N+:18]([O-])=O)=[CH:14][CH:13]=1)=[O:11])([C:4]([CH3:7])([CH3:6])[CH3:5])([CH3:3])[CH3:2].[Cl-].[NH4+]. The catalyst is CO.[Zn]. The product is [NH2:18][C:15]1[CH:16]=[CH:17][C:12]([C:10](=[O:11])[CH2:9][O:8][Si:1]([C:4]([CH3:6])([CH3:5])[CH3:7])([CH3:3])[CH3:2])=[CH:13][CH:14]=1. The yield is 0.820. (6) The reactants are [I:1][C:2]1[CH:3]=[C:4]([CH:8]=[CH:9][C:10]=1[CH3:11])[C:5]([OH:7])=O.Cl.CN(C)[CH2:15][CH2:16][CH2:17][N:18]=C=NCC.C1(N)CC1.O. The catalyst is CN(C)C=O. The product is [CH:17]1([NH:18][C:5](=[O:7])[C:4]2[CH:8]=[CH:9][C:10]([CH3:11])=[C:2]([I:1])[CH:3]=2)[CH2:15][CH2:16]1. The yield is 0.980. (7) The reactants are C(=O)([O-])[O-].[Cs+].[Cs+].[NH2:7][C:8]1[N:13]=[C:12]([C:14]2[N:18]([CH3:19])[C:17]([CH3:20])=[N:16][CH:15]=2)[CH:11]=[CH:10][N:9]=1.I[C:22]1[CH:27]=[CH:26][C:25]([S:28]([F:31])(=[O:30])=[O:29])=[CH:24][CH:23]=1.O. The catalyst is O1CCOCC1.C1C=CC(/C=C/C(/C=C/C2C=CC=CC=2)=O)=CC=1.C1C=CC(/C=C/C(/C=C/C2C=CC=CC=2)=O)=CC=1.C1C=CC(/C=C/C(/C=C/C2C=CC=CC=2)=O)=CC=1.[Pd].[Pd].C1(P(C2C=CC=CC=2)C2C=CC3C(=CC=CC=3)C=2C2C3C(=CC=CC=3)C=CC=2P(C2C=CC=CC=2)C2C=CC=CC=2)C=CC=CC=1. The product is [CH3:19][N:18]1[C:14]([C:12]2[CH:11]=[CH:10][N:9]=[C:8]([NH:7][C:22]3[CH:27]=[CH:26][C:25]([S:28]([F:31])(=[O:30])=[O:29])=[CH:24][CH:23]=3)[N:13]=2)=[CH:15][N:16]=[C:17]1[CH3:20]. The yield is 0.710. (8) The reactants are O=C(Cl)[O:3][C:4](Cl)(Cl)Cl.[CH:9]([NH:12][C:13]1[C:18]([CH2:19][NH:20][C:21]2[CH:22]=[C:23]([CH:26]=[C:27]([N+:29]([O-:31])=[O:30])[CH:28]=2)[C:24]#[N:25])=[CH:17][N:16]=[C:15]([S:32][CH3:33])[N:14]=1)([CH3:11])[CH3:10]. The catalyst is CCN(CC)CC. The product is [CH:9]([N:12]1[C:13]2=[N:14][C:15]([S:32][CH3:33])=[N:16][CH:17]=[C:18]2[CH2:19][N:20]([C:21]2[CH:22]=[C:23]([CH:26]=[C:27]([N+:29]([O-:31])=[O:30])[CH:28]=2)[C:24]#[N:25])[C:4]1=[O:3])([CH3:11])[CH3:10]. The yield is 0.510. (9) The reactants are [NH2:1][CH2:2][CH2:3][CH2:4][CH2:5][N:6]1[C:10]2[CH:11]=[CH:12][CH:13]=[CH:14][C:9]=2[N:8]=[C:7]1[CH2:15][N:16]([CH3:27])[CH:17]1[C:26]2[N:25]=[CH:24][CH:23]=[CH:22][C:21]=2[CH2:20][CH2:19][CH2:18]1.C(N(CC)C(C)C)(C)C.[CH3:37][S:38](Cl)(=[O:40])=[O:39].C([O-])(O)=O.[Na+]. The catalyst is ClCCl. The product is [CH3:27][N:16]([CH2:15][C:7]1[N:6]([CH2:5][CH2:4][CH2:3][CH2:2][NH:1][S:38]([CH3:37])(=[O:40])=[O:39])[C:10]2[CH:11]=[CH:12][CH:13]=[CH:14][C:9]=2[N:8]=1)[CH:17]1[C:26]2[N:25]=[CH:24][CH:23]=[CH:22][C:21]=2[CH2:20][CH2:19][CH2:18]1. The yield is 0.230.